This data is from Forward reaction prediction with 1.9M reactions from USPTO patents (1976-2016). The task is: Predict the product of the given reaction. Given the reactants C[O:2][C:3](=[O:34])/[C:4](/[CH3:33])=[CH:5]/[CH:6]1[CH2:11][CH:10]=[C:9]([C:12]#[C:13][C:14]2[CH:23]=[C:22]([O:24][CH3:25])[C:21]3[CH:20]([N:26]([CH:28]4[CH2:30][CH2:29]4)[CH3:27])[CH2:19][CH2:18][C:17]([CH3:32])([CH3:31])[C:16]=3[CH:15]=2)[CH:8]=[CH:7]1.C(OC(=O)/C(/C)=C/C1CC=C(C#CC2C=C(OC)C3C(N(C4CC4)C)CCC(C)(C)C=3C=2)C=C1)C.[OH-].[K+].Cl, predict the reaction product. The product is: [CH:28]1([N:26]([CH3:27])[CH:20]2[CH2:19][CH2:18][C:17]([CH3:32])([CH3:31])[C:16]3[CH:15]=[C:14]([C:13]#[C:12][C:9]4[CH:8]=[CH:7][CH:6](/[CH:5]=[C:4](\[CH3:33])/[C:3]([OH:34])=[O:2])[CH2:11][CH:10]=4)[CH:23]=[C:22]([O:24][CH3:25])[C:21]2=3)[CH2:30][CH2:29]1.